From a dataset of Forward reaction prediction with 1.9M reactions from USPTO patents (1976-2016). Predict the product of the given reaction. (1) Given the reactants [NH2:1][C:2]1[CH:3]=[C:4]([C:8](=[O:10])[CH3:9])[CH:5]=[CH:6][CH:7]=1.[CH2:11]([O:13][C:14](=[O:28])[CH:15]([C:20](=O)[C:21]1[CH:26]=[CH:25][CH:24]=[CH:23][CH:22]=1)[CH2:16][C:17](=O)[CH3:18])[CH3:12].CC1C=CC(S(O)(=O)=O)=CC=1, predict the reaction product. The product is: [CH2:11]([O:13][C:14]([C:15]1[CH:16]=[C:17]([CH3:18])[N:1]([C:2]2[CH:7]=[CH:6][CH:5]=[C:4]([C:8](=[O:10])[CH3:9])[CH:3]=2)[C:20]=1[C:21]1[CH:22]=[CH:23][CH:24]=[CH:25][CH:26]=1)=[O:28])[CH3:12]. (2) The product is: [C:1]([C:5]1[CH:6]=[CH:7][C:8]2[O:12][C:11]([C:13]3[CH:14]=[C:15]([CH:27]=[C:28]([N+:30]([O-:32])=[O:31])[CH:29]=3)[C:16]([N:18]([C:19]3[CH:24]=[CH:23][CH:22]=[C:21]([Cl:25])[C:20]=3[CH3:26])[CH3:34])=[O:17])=[N:10][C:9]=2[CH:33]=1)([CH3:4])([CH3:2])[CH3:3]. Given the reactants [C:1]([C:5]1[CH:6]=[CH:7][C:8]2[O:12][C:11]([C:13]3[CH:14]=[C:15]([CH:27]=[C:28]([N+:30]([O-:32])=[O:31])[CH:29]=3)[C:16]([NH:18][C:19]3[CH:24]=[CH:23][CH:22]=[C:21]([Cl:25])[C:20]=3[CH3:26])=[O:17])=[N:10][C:9]=2[CH:33]=1)([CH3:4])([CH3:3])[CH3:2].[CH3:34]I.[H-].[Na+].Cl, predict the reaction product. (3) The product is: [F:20][C:14]1[CH:13]=[C:12]([CH2:11][N:10]2[C:6]([CH2:5][CH2:4][N:3]3[CH2:26][CH2:25][O:24][CH2:23][CH2:22]3)=[CH:7][N:8]=[CH:9]2)[CH:19]=[CH:18][C:15]=1[C:16]#[N:17]. Given the reactants Cl.Cl.[NH2:3][CH2:4][CH2:5][C:6]1[N:10]([CH2:11][C:12]2[CH:19]=[CH:18][C:15]([C:16]#[N:17])=[C:14]([F:20])[CH:13]=2)[CH:9]=[N:8][CH:7]=1.Br[CH2:22][CH2:23][O:24][CH2:25][CH2:26]Br, predict the reaction product. (4) Given the reactants [Mg].Br[CH2:3][CH2:4][CH2:5][CH2:6][CH2:7][CH2:8][CH2:9][CH2:10][CH2:11][CH2:12][C:13]1[CH:18]=[CH:17][CH:16]=[CH:15][CH:14]=1.[S:19]1[CH:23]=[CH:22][C:21]2[C:24](=O)[C:25]3[S:26][CH:27]=[CH:28][C:29]=3[C:30](=O)[C:20]1=2.Cl[Sn]Cl, predict the reaction product. The product is: [C:13]1([CH2:12][CH2:11][CH2:10][CH2:9][CH2:8][CH2:7][CH2:6][CH2:5][CH2:4][CH2:3][C:24]2[C:25]3[S:26][CH:27]=[CH:28][C:29]=3[C:30]([CH2:3][CH2:4][CH2:5][CH2:6][CH2:7][CH2:8][CH2:9][CH2:10][CH2:11][CH2:12][C:13]3[CH:18]=[CH:17][CH:16]=[CH:15][CH:14]=3)=[C:20]3[S:19][CH:23]=[CH:22][C:21]=23)[CH:18]=[CH:17][CH:16]=[CH:15][CH:14]=1.